This data is from NCI-60 drug combinations with 297,098 pairs across 59 cell lines. The task is: Regression. Given two drug SMILES strings and cell line genomic features, predict the synergy score measuring deviation from expected non-interaction effect. (1) Drug 1: CC=C1C(=O)NC(C(=O)OC2CC(=O)NC(C(=O)NC(CSSCCC=C2)C(=O)N1)C(C)C)C(C)C. Drug 2: CC1=C(C(=CC=C1)Cl)NC(=O)C2=CN=C(S2)NC3=CC(=NC(=N3)C)N4CCN(CC4)CCO. Cell line: UACC62. Synergy scores: CSS=47.3, Synergy_ZIP=-3.64, Synergy_Bliss=-2.91, Synergy_Loewe=-2.37, Synergy_HSA=-1.93. (2) Drug 1: C1=C(C(=O)NC(=O)N1)F. Cell line: K-562. Synergy scores: CSS=44.7, Synergy_ZIP=-10.5, Synergy_Bliss=-17.2, Synergy_Loewe=-15.0, Synergy_HSA=-14.4. Drug 2: CN(CCCl)CCCl.Cl. (3) Drug 1: CNC(=O)C1=NC=CC(=C1)OC2=CC=C(C=C2)NC(=O)NC3=CC(=C(C=C3)Cl)C(F)(F)F. Drug 2: CC1C(C(CC(O1)OC2CC(CC3=C2C(=C4C(=C3O)C(=O)C5=CC=CC=C5C4=O)O)(C(=O)C)O)N)O. Cell line: HCC-2998. Synergy scores: CSS=81.8, Synergy_ZIP=-0.741, Synergy_Bliss=1.73, Synergy_Loewe=-12.6, Synergy_HSA=-1.11. (4) Drug 1: CNC(=O)C1=NC=CC(=C1)OC2=CC=C(C=C2)NC(=O)NC3=CC(=C(C=C3)Cl)C(F)(F)F. Drug 2: CCC1(C2=C(COC1=O)C(=O)N3CC4=CC5=C(C=CC(=C5CN(C)C)O)N=C4C3=C2)O.Cl. Cell line: MALME-3M. Synergy scores: CSS=0.402, Synergy_ZIP=-1.96, Synergy_Bliss=0.684, Synergy_Loewe=-14.5, Synergy_HSA=-1.79. (5) Drug 1: CCC1=C2CN3C(=CC4=C(C3=O)COC(=O)C4(CC)O)C2=NC5=C1C=C(C=C5)O. Drug 2: CC1=C(C(=O)C2=C(C1=O)N3CC4C(C3(C2COC(=O)N)OC)N4)N. Cell line: HOP-62. Synergy scores: CSS=61.8, Synergy_ZIP=0.541, Synergy_Bliss=0.419, Synergy_Loewe=-0.353, Synergy_HSA=4.41. (6) Drug 1: CS(=O)(=O)CCNCC1=CC=C(O1)C2=CC3=C(C=C2)N=CN=C3NC4=CC(=C(C=C4)OCC5=CC(=CC=C5)F)Cl. Drug 2: C1CCC(C(C1)N)N.C(=O)(C(=O)[O-])[O-].[Pt+4]. Cell line: HOP-62. Synergy scores: CSS=14.8, Synergy_ZIP=-3.65, Synergy_Bliss=2.87, Synergy_Loewe=-3.19, Synergy_HSA=0.992. (7) Synergy scores: CSS=25.3, Synergy_ZIP=-2.07, Synergy_Bliss=-1.51, Synergy_Loewe=-8.86, Synergy_HSA=1.62. Cell line: SK-MEL-5. Drug 1: C1=CC(=C2C(=C1NCCNCCO)C(=O)C3=C(C=CC(=C3C2=O)O)O)NCCNCCO. Drug 2: CC1=C2C(C(=O)C3(C(CC4C(C3C(C(C2(C)C)(CC1OC(=O)C(C(C5=CC=CC=C5)NC(=O)C6=CC=CC=C6)O)O)OC(=O)C7=CC=CC=C7)(CO4)OC(=O)C)O)C)OC(=O)C. (8) Drug 1: CN(C)C(=N)N=C(N)N. Drug 2: C1=CC=C(C=C1)NC(=O)CCCCCCC(=O)NO. Cell line: NCI-H460. Synergy scores: CSS=40.9, Synergy_ZIP=-2.37, Synergy_Bliss=-6.59, Synergy_Loewe=-10.8, Synergy_HSA=-4.24. (9) Drug 1: CCCS(=O)(=O)NC1=C(C(=C(C=C1)F)C(=O)C2=CNC3=C2C=C(C=N3)C4=CC=C(C=C4)Cl)F. Drug 2: B(C(CC(C)C)NC(=O)C(CC1=CC=CC=C1)NC(=O)C2=NC=CN=C2)(O)O. Cell line: TK-10. Synergy scores: CSS=6.29, Synergy_ZIP=-1.45, Synergy_Bliss=-0.0703, Synergy_Loewe=-0.940, Synergy_HSA=-1.29.